Task: Predict the product of the given reaction.. Dataset: Forward reaction prediction with 1.9M reactions from USPTO patents (1976-2016) (1) Given the reactants [F:1][C:2]([F:41])([C:30]1[CH:35]=[CH:34][C:33]([O:36][C:37]([F:40])([F:39])[F:38])=[CH:32][N:31]=1)[CH2:3][N:4]1[CH2:9][CH2:8][CH:7]([NH:10][C:11]2[C:12]3[CH:19]=[CH:18][N:17](S(C4C=CC(C)=CC=4)(=O)=O)[C:13]=3[N:14]=[CH:15][N:16]=2)[CH2:6][CH2:5]1.[OH-].[Na+], predict the reaction product. The product is: [F:41][C:2]([F:1])([C:30]1[CH:35]=[CH:34][C:33]([O:36][C:37]([F:38])([F:40])[F:39])=[CH:32][N:31]=1)[CH2:3][N:4]1[CH2:9][CH2:8][CH:7]([NH:10][C:11]2[C:12]3[CH:19]=[CH:18][NH:17][C:13]=3[N:14]=[CH:15][N:16]=2)[CH2:6][CH2:5]1. (2) The product is: [O:1]1[C:5]2[CH:6]=[CH:7][CH:8]=[CH:9][C:4]=2[O:3][CH:2]1[CH2:10][OH:11]. Given the reactants [O:1]1[C:5]2[CH:6]=[CH:7][CH:8]=[CH:9][C:4]=2[O:3][CH:2]1[C:10](OC)=[O:11].[H-].[H-].[H-].[H-].[Li+].[Al+3], predict the reaction product. (3) Given the reactants [Cl:1][C:2]1[C:13]2[CH2:12][CH:11]([CH2:14][N:15]=[N+]=[N-])[O:10][C:9]=2[C:8]2[CH2:7][CH2:6][CH2:5][C:4]=2[CH:3]=1.Cl, predict the reaction product. The product is: [Cl:1][C:2]1[C:13]2[CH2:12][CH:11]([CH2:14][NH2:15])[O:10][C:9]=2[C:8]2[CH2:7][CH2:6][CH2:5][C:4]=2[CH:3]=1. (4) The product is: [F:19][CH:17]([F:18])[C:11]1[CH:12]=[C:13]([N+:14]([O-:16])=[O:15])[C:8]([C:6]([OH:7])=[O:5])=[N:9][CH:10]=1. Given the reactants C([O:5][C:6]([C:8]1[C:13]([N+:14]([O-:16])=[O:15])=[CH:12][C:11]([CH:17]([F:19])[F:18])=[CH:10][N:9]=1)=[O:7])(C)(C)C.C1(C)C=CC=CC=1, predict the reaction product. (5) Given the reactants [OH:1][C@H:2]1[CH2:6][NH:5][C@H:4]([C:7]([OH:9])=[O:8])[CH2:3]1.S(Cl)([Cl:12])=O.[CH3:14]O, predict the reaction product. The product is: [ClH:12].[OH:1][C@H:2]1[CH2:6][NH:5][C@H:4]([C:7]([O:9][CH3:14])=[O:8])[CH2:3]1.